From a dataset of NCI-60 drug combinations with 297,098 pairs across 59 cell lines. Regression. Given two drug SMILES strings and cell line genomic features, predict the synergy score measuring deviation from expected non-interaction effect. (1) Drug 1: C1CC(C1)(C(=O)O)C(=O)O.[NH2-].[NH2-].[Pt+2]. Drug 2: CCC1=C2CN3C(=CC4=C(C3=O)COC(=O)C4(CC)O)C2=NC5=C1C=C(C=C5)O. Cell line: UO-31. Synergy scores: CSS=27.2, Synergy_ZIP=-6.39, Synergy_Bliss=1.37, Synergy_Loewe=-31.3, Synergy_HSA=2.11. (2) Drug 1: CC1OCC2C(O1)C(C(C(O2)OC3C4COC(=O)C4C(C5=CC6=C(C=C35)OCO6)C7=CC(=C(C(=C7)OC)O)OC)O)O. Drug 2: C1C(C(OC1N2C=NC3=C2NC=NCC3O)CO)O. Cell line: PC-3. Synergy scores: CSS=19.2, Synergy_ZIP=-5.77, Synergy_Bliss=0.549, Synergy_Loewe=-8.23, Synergy_HSA=1.30. (3) Drug 1: CN1C(=O)N2C=NC(=C2N=N1)C(=O)N. Drug 2: CC1=C(N=C(N=C1N)C(CC(=O)N)NCC(C(=O)N)N)C(=O)NC(C(C2=CN=CN2)OC3C(C(C(C(O3)CO)O)O)OC4C(C(C(C(O4)CO)O)OC(=O)N)O)C(=O)NC(C)C(C(C)C(=O)NC(C(C)O)C(=O)NCCC5=NC(=CS5)C6=NC(=CS6)C(=O)NCCC[S+](C)C)O. Cell line: KM12. Synergy scores: CSS=16.9, Synergy_ZIP=-6.98, Synergy_Bliss=-3.88, Synergy_Loewe=-30.6, Synergy_HSA=-4.06. (4) Drug 1: CS(=O)(=O)C1=CC(=C(C=C1)C(=O)NC2=CC(=C(C=C2)Cl)C3=CC=CC=N3)Cl. Drug 2: CC1CCCC2(C(O2)CC(NC(=O)CC(C(C(=O)C(C1O)C)(C)C)O)C(=CC3=CSC(=N3)C)C)C. Cell line: U251. Synergy scores: CSS=14.7, Synergy_ZIP=-2.80, Synergy_Bliss=3.95, Synergy_Loewe=2.53, Synergy_HSA=4.34. (5) Drug 1: CC1=CC2C(CCC3(C2CCC3(C(=O)C)OC(=O)C)C)C4(C1=CC(=O)CC4)C. Drug 2: CC(C1=C(C=CC(=C1Cl)F)Cl)OC2=C(N=CC(=C2)C3=CN(N=C3)C4CCNCC4)N. Cell line: MDA-MB-231. Synergy scores: CSS=-6.68, Synergy_ZIP=2.55, Synergy_Bliss=-2.89, Synergy_Loewe=-21.8, Synergy_HSA=-13.5.